Dataset: Catalyst prediction with 721,799 reactions and 888 catalyst types from USPTO. Task: Predict which catalyst facilitates the given reaction. (1) Product: [CH3:8][O:9][C:10]1[N:15]=[C:14]([C:16]2[C:20]3[N:21]=[C:22]([S:25]([CH3:26])=[O:32])[N:23]=[CH:24][C:19]=3[S:18][C:17]=2[C:27]([O:29][CH3:30])=[O:28])[CH:13]=[CH:12][CH:11]=1. Reactant: [Br-].[Na+].Br([O-])(=O)=O.[Na+].[CH3:8][O:9][C:10]1[N:15]=[C:14]([C:16]2[C:20]3[N:21]=[C:22]([S:25][CH3:26])[N:23]=[CH:24][C:19]=3[S:18][C:17]=2[C:27]([O:29][CH3:30])=[O:28])[CH:13]=[CH:12][CH:11]=1.S(=O)(=O)(O)[OH:32]. The catalyst class is: 6. (2) Reactant: [Cl:1][C:2]1[S:6][C:5]([CH2:7][CH2:8]O)=[CH:4][CH:3]=1.C1(P(C2C=CC=CC=2)C2C=CC=CC=2)C=CC=CC=1.C(Br)(Br)(Br)[Br:30].CCOCC. Product: [Br:30][CH2:8][CH2:7][C:5]1[S:6][C:2]([Cl:1])=[CH:3][CH:4]=1. The catalyst class is: 1.